The task is: Predict the reactants needed to synthesize the given product.. This data is from Full USPTO retrosynthesis dataset with 1.9M reactions from patents (1976-2016). Given the product [F:1][C:2]1[CH:3]=[C:4]([C@@:8]23[C@@H:17]([OH:18])[CH2:16][CH2:15][CH2:14][C@H:13]2[C@H:12]([CH3:19])[C:11](=[O:20])[CH2:10][CH2:9]3)[CH:5]=[CH:6][CH:7]=1, predict the reactants needed to synthesize it. The reactants are: [F:1][C:2]1[CH:3]=[C:4]([C@@:8]23[C@@H:17]([OH:18])[CH2:16][CH2:15][CH2:14][C:13]2=[C:12]([CH3:19])[C:11](=[O:20])[CH2:10][CH2:9]3)[CH:5]=[CH:6][CH:7]=1.O1CCCC1.